From a dataset of Reaction yield outcomes from USPTO patents with 853,638 reactions. Predict the reaction yield, written as a fraction of the theoretical maximum amount of product (1.0 means a 100% yield; for example, 0.34 means a 34% yield). The reactants are [NH2:1][C:2]1[NH:6][N:5]=[C:4]([CH3:7])[C:3]=1[C:8]1[S:9][C:10]2[CH:16]=[C:15]([S:17](Cl)(=[O:19])=[O:18])[CH:14]=[CH:13][C:11]=2[N:12]=1.[CH2:21]([NH2:29])[CH2:22][C:23]1[CH:28]=[CH:27][CH:26]=[CH:25][CH:24]=1.CN1CCOCC1. The catalyst is CO. The product is [CH2:21]([NH:29][S:17]([C:15]1[CH:14]=[CH:13][C:11]2[N:12]=[C:8]([C:3]3[C:4]([CH3:7])=[N:5][NH:6][C:2]=3[NH2:1])[S:9][C:10]=2[CH:16]=1)(=[O:19])=[O:18])[CH2:22][C:23]1[CH:28]=[CH:27][CH:26]=[CH:25][CH:24]=1. The yield is 0.0700.